Dataset: Reaction yield outcomes from USPTO patents with 853,638 reactions. Task: Predict the reaction yield, written as a fraction of the theoretical maximum amount of product (1.0 means a 100% yield; for example, 0.34 means a 34% yield). (1) The reactants are [H-].[Na+].[CH3:3][N:4]1[C:9](=[O:10])[CH2:8][C:7]2[S:11][C:12]([CH3:14])=[CH:13][C:6]=2[S:5]1(=[O:16])=[O:15].[H][H].[C:19]1([N:25]=[C:26]=[O:27])[CH:24]=[CH:23][CH:22]=[CH:21][CH:20]=1. The catalyst is O1CCCC1. The product is [CH3:3][N:4]1[C:9](=[O:10])[CH:8]([C:26]([NH:25][C:19]2[CH:24]=[CH:23][CH:22]=[CH:21][CH:20]=2)=[O:27])[C:7]2[S:11][C:12]([CH3:14])=[CH:13][C:6]=2[S:5]1(=[O:16])=[O:15]. The yield is 0.690. (2) The reactants are C([O:3][C:4]([C:6]1[C:11]([NH:12][C:13]2[CH:14]=[N:15][CH:16]=[N:17][CH:18]=2)=[N:10][CH:9]=[C:8]([CH3:19])[N:7]=1)=[O:5])C.[OH-].[Li+]. The catalyst is C1COCC1.C(O)C. The product is [CH3:19][C:8]1[N:7]=[C:6]([C:4]([OH:5])=[O:3])[C:11]([NH:12][C:13]2[CH:18]=[N:17][CH:16]=[N:15][CH:14]=2)=[N:10][CH:9]=1. The yield is 0.690. (3) The reactants are [C:1]1([CH3:11])[CH:6]=[CH:5][C:4]([S:7](Cl)(=[O:9])=[O:8])=[CH:3][CH:2]=1.[F:12][C:13]1[CH:14]=[C:15]2[C:19](=[CH:20][CH:21]=1)[NH:18][CH:17]=[CH:16]2. No catalyst specified. The product is [F:12][C:13]1[CH:14]=[C:15]2[C:19](=[CH:20][CH:21]=1)[N:18]([S:7]([C:4]1[CH:5]=[CH:6][C:1]([CH3:11])=[CH:2][CH:3]=1)(=[O:9])=[O:8])[CH:17]=[CH:16]2. The yield is 1.00. (4) The reactants are [Cl-].[Ce+3].[Cl-].[Cl-].[BH4-:5].[Na+].[C:7]([C:11]1[CH:12]=[C:13]([PH:21](=O)[C:22]2[CH:27]=[C:26]([C:28]([CH3:31])([CH3:30])[CH3:29])[CH:25]=[C:24]([C:32]([CH3:35])([CH3:34])[CH3:33])[CH:23]=2)[CH:14]=[C:15]([C:17]([CH3:20])([CH3:19])[CH3:18])[CH:16]=1)([CH3:10])([CH3:9])[CH3:8].[H-].[Al+3].[Li+].[H-].[H-].[H-].Cl. The catalyst is C1COCC1.O.C1(C)C=CC=CC=1. The product is [C:17]([C:15]1[CH:14]=[C:13]([PH:21][C:22]2[CH:27]=[C:26]([C:28]([CH3:31])([CH3:30])[CH3:29])[CH:25]=[C:24]([C:32]([CH3:35])([CH3:34])[CH3:33])[CH:23]=2)[CH:12]=[C:11]([C:7]([CH3:10])([CH3:9])[CH3:8])[CH:16]=1)([CH3:18])([CH3:19])[CH3:20].[BH3:5]. The yield is 0.727. (5) The reactants are Cl[C:2]1[C:7]([N+:8]([O-:10])=[O:9])=[CH:6][CH:5]=[C:4](Cl)[N:3]=1.[CH3:12][C:13]1[CH:14]=[CH:15][C:16]([NH2:19])=[CH:17][CH:18]=1.CC[N:22]([CH:26]([CH3:28])[CH3:27])C(C)C. The catalyst is O1CCOCC1. The product is [C:13]1([CH3:12])[CH:18]=[CH:17][C:16]([NH:19][C:2]2[C:7]([N+:8]([O-:10])=[O:9])=[CH:6][CH:5]=[C:4]([NH:22][C:26]3[CH:27]=[CH:18][C:13]([CH3:14])=[CH:12][CH:28]=3)[N:3]=2)=[CH:15][CH:14]=1. The yield is 0.870. (6) The reactants are [Br:1][C:2]1[CH:3]=[N:4][C:5]([C:8]([OH:10])=O)=[N:6][CH:7]=1.C(Cl)(=O)C(Cl)=O.N1C=CC=CC=1.[C:23]([NH2:27])([CH3:26])([CH3:25])[CH3:24]. The catalyst is ClCCl.CN(C=O)C. The product is [C:23]([NH:27][C:8]([C:5]1[N:6]=[CH:7][C:2]([Br:1])=[CH:3][N:4]=1)=[O:10])([CH3:26])([CH3:25])[CH3:24]. The yield is 0.760.